From a dataset of NCI-60 drug combinations with 297,098 pairs across 59 cell lines. Regression. Given two drug SMILES strings and cell line genomic features, predict the synergy score measuring deviation from expected non-interaction effect. (1) Drug 1: COC1=CC(=CC(=C1O)OC)C2C3C(COC3=O)C(C4=CC5=C(C=C24)OCO5)OC6C(C(C7C(O6)COC(O7)C8=CC=CS8)O)O. Drug 2: CN(C(=O)NC(C=O)C(C(C(CO)O)O)O)N=O. Cell line: SNB-19. Synergy scores: CSS=48.9, Synergy_ZIP=4.42, Synergy_Bliss=4.58, Synergy_Loewe=-2.42, Synergy_HSA=5.55. (2) Drug 1: CC1=C2C(C(=O)C3(C(CC4C(C3C(C(C2(C)C)(CC1OC(=O)C(C(C5=CC=CC=C5)NC(=O)OC(C)(C)C)O)O)OC(=O)C6=CC=CC=C6)(CO4)OC(=O)C)O)C)O. Drug 2: CC1=C(C(=CC=C1)Cl)NC(=O)C2=CN=C(S2)NC3=CC(=NC(=N3)C)N4CCN(CC4)CCO. Cell line: OVCAR-5. Synergy scores: CSS=11.7, Synergy_ZIP=-6.67, Synergy_Bliss=-5.63, Synergy_Loewe=-4.92, Synergy_HSA=-2.24. (3) Drug 1: CN1CCC(CC1)COC2=C(C=C3C(=C2)N=CN=C3NC4=C(C=C(C=C4)Br)F)OC. Drug 2: C1CC(=O)NC(=O)C1N2CC3=C(C2=O)C=CC=C3N. Cell line: 786-0. Synergy scores: CSS=3.26, Synergy_ZIP=-3.96, Synergy_Bliss=-3.49, Synergy_Loewe=-2.11, Synergy_HSA=-2.07. (4) Cell line: SW-620. Synergy scores: CSS=-2.56, Synergy_ZIP=0.418, Synergy_Bliss=-1.66, Synergy_Loewe=-4.89, Synergy_HSA=-3.66. Drug 2: CC1CCC2CC(C(=CC=CC=CC(CC(C(=O)C(C(C(=CC(C(=O)CC(OC(=O)C3CCCCN3C(=O)C(=O)C1(O2)O)C(C)CC4CCC(C(C4)OC)OCCO)C)C)O)OC)C)C)C)OC. Drug 1: C1=CC(=CC=C1C#N)C(C2=CC=C(C=C2)C#N)N3C=NC=N3. (5) Drug 2: C1CN1C2=NC(=NC(=N2)N3CC3)N4CC4. Synergy scores: CSS=57.2, Synergy_ZIP=-5.25, Synergy_Bliss=-3.71, Synergy_Loewe=-0.0280, Synergy_HSA=1.73. Cell line: RPMI-8226. Drug 1: C1CN1P(=S)(N2CC2)N3CC3.